Dataset: Reaction yield outcomes from USPTO patents with 853,638 reactions. Task: Predict the reaction yield, written as a fraction of the theoretical maximum amount of product (1.0 means a 100% yield; for example, 0.34 means a 34% yield). (1) The reactants are [C:1]1([C:7]2[C:8](=[O:22])[N:9]([C:14]([C:16]3[CH:21]=[CH:20][CH:19]=[CH:18][CH:17]=3)=[O:15])[C:10](=[O:13])[NH:11][N:12]=2)[CH:6]=[CH:5][CH:4]=[CH:3][CH:2]=1.[CH2:23](N(CC)CC)[CH3:24].CN(C)[CH:32]=[O:33]. No catalyst specified. The product is [O:13]=[C:10]1[N:9]([C:14]([C:16]2[CH:17]=[CH:18][CH:19]=[CH:20][CH:21]=2)=[O:15])[C:8](=[O:22])[C:7]([C:1]2[CH:2]=[CH:3][CH:4]=[CH:5][CH:6]=2)=[N:12][N:11]1[CH2:23][CH2:24][CH:32]=[O:33]. The yield is 0.770. (2) The reactants are S(Cl)(Cl)=O.[CH:5]1([CH2:10][C:11]([OH:13])=[O:12])[CH2:9][CH2:8][CH2:7][CH2:6]1.[Br:14]N1C(=O)CCC1=O.[CH2:22](O)[CH3:23]. The catalyst is ClCCCl.C(Cl)(Cl)(Cl)Cl.Br. The product is [Br:14][CH:10]([CH:5]1[CH2:9][CH2:8][CH2:7][CH2:6]1)[C:11]([O:13][CH2:22][CH3:23])=[O:12]. The yield is 0.900. (3) The reactants are [Br:1][C:2]1[CH:3]=[CH:4][C:5]([O:16][CH2:17][CH2:18]C)=[C:6]([C:8]2[CH:13]=[C:12]([Cl:14])[N:11]=[C:10]([NH2:15])[N:9]=2)[CH:7]=1.N[C:21]1N=C(C2C=C(Br)C=CC=2O)C=C(Cl)N=1. The catalyst is CC(O)C. The product is [Br:1][C:2]1[CH:3]=[CH:4][C:5]([O:16][CH:17]([CH3:18])[CH3:21])=[C:6]([C:8]2[CH:13]=[C:12]([Cl:14])[N:11]=[C:10]([NH2:15])[N:9]=2)[CH:7]=1. The yield is 0.680. (4) The reactants are CC([N:4]=C=NC(C)C)C.[C:10]([C:13]1[CH:45]=[CH:44][C:16]([O:17][CH2:18][C:19]2[CH:24]=[CH:23][C:22]([CH:25]([O:37][CH:38]3[CH2:43][CH2:42][CH2:41][CH2:40][O:39]3)[C:26]3[CH:27]=[CH:28][C:29]([O:35][CH3:36])=[C:30]([CH:34]=3)[C:31](O)=[O:32])=[CH:21][CH:20]=2)=[C:15]([CH2:46][CH2:47][CH3:48])[C:14]=1[OH:49])(=[O:12])[CH3:11].O.ON1C2C=CC=CC=2N=N1. The catalyst is ClCCl. The product is [C:10]([C:13]1[CH:45]=[CH:44][C:16]([O:17][CH2:18][C:19]2[CH:24]=[CH:23][C:22]([CH:25]([O:37][CH:38]3[CH2:43][CH2:42][CH2:41][CH2:40][O:39]3)[C:26]3[CH:27]=[CH:28][C:29]([O:35][CH3:36])=[C:30]([CH:34]=3)[C:31]([NH2:4])=[O:32])=[CH:21][CH:20]=2)=[C:15]([CH2:46][CH2:47][CH3:48])[C:14]=1[OH:49])(=[O:12])[CH3:11]. The yield is 0.980. (5) The reactants are [NH2:1][C:2]1[N:3]=[C:4]([CH3:17])[C:5]2[CH:11]=[C:10]([C:12]#[CH:13])[C:9](=[O:14])[N:8]([CH2:15][CH3:16])[C:6]=2[N:7]=1.[N-:18]=[N+:19]=[N-:20].[Na+].[Cl-].[NH4+]. The catalyst is CN(C=O)C. The product is [NH2:1][C:2]1[N:3]=[C:4]([CH3:17])[C:5]2[CH:11]=[C:10]([C:12]3[NH:20][N:19]=[N:18][CH:13]=3)[C:9](=[O:14])[N:8]([CH2:15][CH3:16])[C:6]=2[N:7]=1. The yield is 0.0600.